From a dataset of Full USPTO retrosynthesis dataset with 1.9M reactions from patents (1976-2016). Predict the reactants needed to synthesize the given product. (1) Given the product [Cl:1][C:2]1[CH:7]=[CH:6][CH:5]=[CH:4][C:3]=1[CH:9]([OH:20])[C:10]([NH:12][C:13]1[CH:14]=[CH:15][C:16]([Cl:19])=[CH:17][CH:18]=1)=[O:11], predict the reactants needed to synthesize it. The reactants are: [Cl:1][C:2]1[CH:7]=[C:6](F)[CH:5]=[CH:4][C:3]=1[CH:9]([OH:20])[C:10]([NH:12][C:13]1[CH:18]=[CH:17][C:16]([Cl:19])=[CH:15][CH:14]=1)=[O:11].ClC1C=C(F)C=CC=1C(O)C(O)=O. (2) Given the product [CH3:1][C:2]([CH3:25])([CH3:24])[C:3]([O:5][C:6]1[CH:7]=[C:8]2[C:13](=[CH:14][C:15]=1[O:16][C:17](=[O:22])[C:18]([CH3:21])([CH3:20])[CH3:19])[N:12]=[CH:11][N:10]=[C:9]2[Cl:28])=[O:4], predict the reactants needed to synthesize it. The reactants are: [CH3:1][C:2]([CH3:25])([CH3:24])[C:3]([O:5][C:6]1[CH:7]=[C:8]2[C:13](=[CH:14][C:15]=1[O:16][C:17](=[O:22])[C:18]([CH3:21])([CH3:20])[CH3:19])[N:12]=[CH:11][NH:10][C:9]2=O)=[O:4].O=P(Cl)(Cl)[Cl:28]. (3) The reactants are: Cl[C:2]([C:15]1[CH:20]=[CH:19][CH:18]=[CH:17][CH:16]=1)([C:9]1[CH:14]=[CH:13][CH:12]=[CH:11][CH:10]=1)[C:3]1[CH:8]=[CH:7][CH:6]=[CH:5][CH:4]=1.CCN(CC)CC.[NH:28]1[C:32]([CH2:33][C:34]([OH:36])=[O:35])=[N:31][N:30]=[N:29]1. Given the product [C:2]([N:28]1[C:32]([CH2:33][C:34]([OH:36])=[O:35])=[N:31][N:30]=[N:29]1)([C:15]1[CH:20]=[CH:19][CH:18]=[CH:17][CH:16]=1)([C:9]1[CH:14]=[CH:13][CH:12]=[CH:11][CH:10]=1)[C:3]1[CH:8]=[CH:7][CH:6]=[CH:5][CH:4]=1, predict the reactants needed to synthesize it. (4) Given the product [NH2:1][C:2]1[C:7]2[C:8](=[O:29])[N:9]([C:14]3[CH:19]=[CH:18][C:17]([OH:20])=[C:16]([F:28])[CH:15]=3)[CH2:10][C@@H:11]([CH3:13])[O:12][C:6]=2[N:5]=[CH:4][N:3]=1, predict the reactants needed to synthesize it. The reactants are: [NH2:1][C:2]1[C:7]2[C:8](=[O:29])[N:9]([C:14]3[CH:19]=[CH:18][C:17]([O:20]CC4C=CC=CC=4)=[C:16]([F:28])[CH:15]=3)[CH2:10][C@@H:11]([CH3:13])[O:12][C:6]=2[N:5]=[CH:4][N:3]=1. (5) Given the product [Cl:1][C:2]1[CH:16]=[CH:15][C:5]([CH2:6][O:7][C:8]2[CH:13]=[CH:12][N:11]([C:18]3[CH:19]=[CH:20][C:21]4[C:22]5[CH2:32][N:31]([C:33]([O:35][CH2:36][CH2:37][CH2:38][CH3:39])=[O:34])[CH2:30][CH2:29][CH2:28][C:23]=5[N:24]([CH3:27])[C:25]=4[CH:26]=3)[C:10](=[O:14])[CH:9]=2)=[CH:4][CH:3]=1, predict the reactants needed to synthesize it. The reactants are: [Cl:1][C:2]1[CH:16]=[CH:15][C:5]([CH2:6][O:7][C:8]2[CH:13]=[CH:12][NH:11][C:10](=[O:14])[CH:9]=2)=[CH:4][CH:3]=1.Br[C:18]1[CH:19]=[CH:20][C:21]2[C:22]3[CH2:32][N:31]([C:33]([O:35][CH2:36][CH2:37][CH2:38][CH3:39])=[O:34])[CH2:30][CH2:29][CH2:28][C:23]=3[N:24]([CH3:27])[C:25]=2[CH:26]=1.OC1C=CC=C2C=1N=CC=C2.C([O-])([O-])=O.[Cs+].[Cs+]. (6) Given the product [C:18]([C:15]1[CH:16]=[CH:17][C:12]([C:9]2[O:8][N:7]=[C:6]([C:4]([OH:5])=[O:3])[C:10]=2[CH3:11])=[CH:13][C:14]=1[F:20])#[N:19], predict the reactants needed to synthesize it. The reactants are: C([O:3][C:4]([C:6]1[C:10]([CH3:11])=[C:9]([C:12]2[CH:17]=[CH:16][C:15]([C:18]#[N:19])=[C:14]([F:20])[CH:13]=2)[O:8][N:7]=1)=[O:5])C.[OH-].[Na+]. (7) The reactants are: [CH3:1][O:2][C:3](=[O:22])[C:4]1[CH:9]=[C:8]([CH:10]([OH:13])[CH2:11][CH3:12])[C:7]([C:14]([F:17])([F:16])[F:15])=[CH:6][C:5]=1[NH:18]C(=O)C.O.[C:24]1(C)[CH:29]=CC(S(O)(=O)=O)=C[CH:25]=1. Given the product [CH3:1][O:2][C:3](=[O:22])[C:4]1[CH:9]=[C:8]([CH:10]([O:13][CH2:25][CH2:24][CH3:29])[CH2:11][CH3:12])[C:7]([C:14]([F:15])([F:16])[F:17])=[CH:6][C:5]=1[NH2:18], predict the reactants needed to synthesize it.